This data is from Catalyst prediction with 721,799 reactions and 888 catalyst types from USPTO. The task is: Predict which catalyst facilitates the given reaction. (1) Reactant: N[C:2]1[C:7]([C:8]([O:10][CH2:11][CH3:12])=[O:9])=[C:6]([CH3:13])[N:5]=[C:4]2[N:14]([CH2:17][C:18]3[CH:23]=[CH:22][C:21]([F:24])=[C:20]([F:25])[CH:19]=3)[CH:15]=[CH:16][C:3]=12.S(=O)(=O)(O)[OH:27].N([O-])=O.[Na+]. Product: [F:25][C:20]1[CH:19]=[C:18]([CH:23]=[CH:22][C:21]=1[F:24])[CH2:17][N:14]1[C:4]2=[N:5][C:6]([CH3:13])=[C:7]([C:8]([O:10][CH2:11][CH3:12])=[O:9])[C:2]([OH:27])=[C:3]2[CH:16]=[CH:15]1. The catalyst class is: 38. (2) Reactant: C(O[CH2:5]/[CH:6]=[CH:7]\[CH2:8][C@H:9]([NH:14][C:15]([O:17][C:18]([CH3:21])([CH3:20])[CH3:19])=[O:16])[C:10]([O:12][CH3:13])=[O:11])(=O)C. Product: [C:10]([O:12][CH2:13]/[CH:5]=[CH:6]\[CH2:7][CH2:8][C@H:9]([NH:14][C:15]([O:17][C:18]([CH3:19])([CH3:20])[CH3:21])=[O:16])[C:10]([O:12][CH3:13])=[O:11])(=[O:11])[CH3:9].[C:18]([O:17][C:15]([NH:14][C@@H:9]([CH2:8][CH2:7][CH:6]=[CH2:5])[C:10]([O:12][CH3:13])=[O:11])=[O:16])([CH3:21])([CH3:20])[CH3:19]. The catalyst class is: 1. (3) Reactant: [Si:1]([O:8][CH2:9][CH2:10][O:11][C:12]1[CH:17]=[CH:16][C:15]([NH:18][C:19]2[N:24]=[C:23]([NH:25][C:26]3[CH:27]=[C:28]([NH:32][C:33](=[O:38])[CH:34]([OH:37])[CH2:35][OH:36])[CH:29]=[CH:30][CH:31]=3)[C:22]([F:39])=[CH:21][N:20]=2)=[CH:14][CH:13]=1)([C:4]([CH3:7])([CH3:6])[CH3:5])([CH3:3])[CH3:2].[CH3:40][S:41](Cl)(=[O:43])=[O:42].C(Cl)(Cl)Cl.CO.C([O-])(O)=O.[Na+]. Product: [CH3:40][S:41]([O:36][CH2:35][CH:34]([OH:37])[C:33]([NH:32][C:28]1[CH:29]=[CH:30][CH:31]=[C:26]([NH:25][C:23]2[C:22]([F:39])=[CH:21][N:20]=[C:19]([NH:18][C:15]3[CH:14]=[CH:13][C:12]([O:11][CH2:10][CH2:9][O:8][Si:1]([C:4]([CH3:7])([CH3:5])[CH3:6])([CH3:3])[CH3:2])=[CH:17][CH:16]=3)[N:24]=2)[CH:27]=1)=[O:38])(=[O:43])=[O:42]. The catalyst class is: 20. (4) The catalyst class is: 4. Reactant: [NH:1]1[CH2:6][CH2:5][CH:4]([CH2:7][OH:8])[CH2:3][CH2:2]1.Cl[C:10]([O:12][CH2:13][CH3:14])=[O:11].C(N(CC)CC)C. Product: [OH:8][CH2:7][CH:4]1[CH2:5][CH2:6][N:1]([C:10]([O:12][CH2:13][CH3:14])=[O:11])[CH2:2][CH2:3]1. (5) Reactant: [F:1][C:2]1[CH:3]=[C:4]([CH:16]=[CH:17][C:18]=1[N+:19]([O-])=O)[O:5][Si:6]([CH:13]([CH3:15])[CH3:14])([CH:10]([CH3:12])[CH3:11])[CH:7]([CH3:9])[CH3:8]. Product: [F:1][C:2]1[CH:3]=[C:4]([O:5][Si:6]([CH:10]([CH3:12])[CH3:11])([CH:13]([CH3:15])[CH3:14])[CH:7]([CH3:8])[CH3:9])[CH:16]=[CH:17][C:18]=1[NH2:19]. The catalyst class is: 13.